From a dataset of Forward reaction prediction with 1.9M reactions from USPTO patents (1976-2016). Predict the product of the given reaction. (1) The product is: [NH2:6][C:5]1[CH:10]=[CH:11][C:2]([Br:1])=[CH:3][C:4]=1[SH:8]. Given the reactants [Br:1][C:2]1[CH:11]=[CH:10][C:5]2[N:6]=C(N)[S:8][C:4]=2[CH:3]=1.[OH-].[K+], predict the reaction product. (2) Given the reactants Br[C:2]1[CH:7]=[CH:6][C:5]([Br:8])=[CH:4][C:3]=1[N+:9]([O-:11])=[O:10].[CH:12]1([CH2:15][NH2:16])[CH2:14][CH2:13]1, predict the reaction product. The product is: [Br:8][C:5]1[CH:6]=[CH:7][C:2]([NH:16][CH2:15][CH:12]2[CH2:14][CH2:13]2)=[C:3]([N+:9]([O-:11])=[O:10])[CH:4]=1. (3) Given the reactants [C:1]([N:4]1[C:13]2[C:8](=[CH:9][C:10]([C:14]3[CH:24]=[CH:23][C:17]([C:18]([O:20][CH2:21][CH3:22])=[O:19])=[CH:16][CH:15]=3)=[CH:11][CH:12]=2)[C@H:7]([NH:25]C(OC(C)C)=O)[CH2:6][C@@H:5]1[CH3:32])(=[O:3])[CH3:2].[Cl-].[Al+3].[Cl-].[Cl-].C(N(CC)CC)C.C(Cl)Cl, predict the reaction product. The product is: [C:1]([N:4]1[C:13]2[C:8](=[CH:9][C:10]([C:14]3[CH:24]=[CH:23][C:17]([C:18]([O:20][CH2:21][CH3:22])=[O:19])=[CH:16][CH:15]=3)=[CH:11][CH:12]=2)[C@H:7]([NH2:25])[CH2:6][C@@H:5]1[CH3:32])(=[O:3])[CH3:2]. (4) Given the reactants [Cl:1][C:2]1[C:10]2[N:6]([C:7]([CH2:14][CH2:15][O:16][CH3:17])=[CH:8][C:9]=2[C:11]([OH:13])=O)[CH:5]=[CH:4][CH:3]=1.Cl.[NH2:19][CH2:20][C:21]1([OH:29])[CH2:26][CH2:25][CH2:24][C:23]([F:28])([F:27])[CH2:22]1.CCN(CC)CC.Cl.CN(C)CCCN=C=NCC.N1(O)C2C=CC=CC=2N=N1, predict the reaction product. The product is: [F:27][C:23]1([F:28])[CH2:24][CH2:25][CH2:26][C:21]([CH2:20][NH:19][C:11]([C:9]2[CH:8]=[C:7]([CH2:14][CH2:15][O:16][CH3:17])[N:6]3[C:10]=2[C:2]([Cl:1])=[CH:3][CH:4]=[CH:5]3)=[O:13])([OH:29])[CH2:22]1.